From a dataset of Forward reaction prediction with 1.9M reactions from USPTO patents (1976-2016). Predict the product of the given reaction. (1) Given the reactants N[C:2]1[N:6]([CH3:7])[N:5]=[CH:4][C:3]=1[C:8]#[N:9].[BrH:10].N([O-])=O.[Na+], predict the reaction product. The product is: [Br:10][C:2]1[N:6]([CH3:7])[N:5]=[CH:4][C:3]=1[C:8]#[N:9]. (2) Given the reactants [H-].[Na+].[Br:3][C:4]1[C:14]([OH:15])=[CH:13][C:7]([C:8]([O:10][CH2:11][CH3:12])=[O:9])=[CH:6][C:5]=1[OH:16].CN(C=O)C.I[CH2:23][CH2:24][CH3:25], predict the reaction product. The product is: [Br:3][C:4]1[C:5]([O:16][CH2:23][CH2:24][CH3:25])=[CH:6][C:7]([C:8]([O:10][CH2:11][CH3:12])=[O:9])=[CH:13][C:14]=1[OH:15]. (3) Given the reactants [C:1]([O:5][C:6]([N:8]1[CH2:13][CH2:12][CH:11]([NH:14][CH:15]2[CH2:17][CH2:16]2)[CH2:10][CH2:9]1)=[O:7])([CH3:4])([CH3:3])[CH3:2].[O:18]1[C:22]([C:23]2[N:28]=[N:27][C:26]([C:29](O)=[O:30])=[CH:25][CH:24]=2)=[CH:21][N:20]=[CH:19]1, predict the reaction product. The product is: [C:1]([O:5][C:6]([N:8]1[CH2:13][CH2:12][CH:11]([N:14]([CH:15]2[CH2:16][CH2:17]2)[C:29]([C:26]2[N:27]=[N:28][C:23]([C:22]3[O:18][CH:19]=[N:20][CH:21]=3)=[CH:24][CH:25]=2)=[O:30])[CH2:10][CH2:9]1)=[O:7])([CH3:4])([CH3:2])[CH3:3].